Predict the reactants needed to synthesize the given product. From a dataset of Full USPTO retrosynthesis dataset with 1.9M reactions from patents (1976-2016). (1) Given the product [C:1]1([S:7]([NH:10][C:11]2[CH:16]=[CH:15][C:14]([CH:49]=[CH:48][C:47]([OH:51])=[O:50])=[CH:13][CH:12]=2)(=[O:9])=[O:8])[CH:6]=[CH:5][CH:4]=[CH:3][CH:2]=1, predict the reactants needed to synthesize it. The reactants are: [C:1]1([S:7]([NH:10][C:11]2[CH:16]=[CH:15][C:14](I)=[CH:13][CH:12]=2)(=[O:9])=[O:8])[CH:6]=[CH:5][CH:4]=[CH:3][CH:2]=1.C1(C)C=CC=CC=1P(C1C=CC=CC=1C)C1C=CC=CC=1C.CCN(CC)CC.[C:47]([OH:51])(=[O:50])[CH:48]=[CH2:49]. (2) Given the product [N+:23]([C:20]1[CH:21]=[CH:22][C:17]([O:16][C:14]([NH:5][O:4][CH:1]([CH3:3])[CH3:2])=[O:15])=[CH:18][CH:19]=1)([O-:25])=[O:24], predict the reactants needed to synthesize it. The reactants are: [CH:1]([O:4][NH2:5])([CH3:3])[CH3:2].CCN(CC)CC.Cl[C:14]([O:16][C:17]1[CH:22]=[CH:21][C:20]([N+:23]([O-:25])=[O:24])=[CH:19][CH:18]=1)=[O:15]. (3) Given the product [C:52]([NH:56][C:29]([C:28]1[C:22]2[C:23](=[N:24][CH:25]=[C:20]([C:6]3[C:5]4[C:9](=[CH:10][C:2]([F:1])=[CH:3][CH:4]=4)[N:8]([CH2:11][C:12]([N:14]4[CH2:19][CH2:18][O:17][CH2:16][CH2:15]4)=[O:13])[N:7]=3)[N:21]=2)[N:26]([CH2:32][O:33][CH2:34][CH2:35][Si:36]([CH3:37])([CH3:38])[CH3:39])[CH:27]=1)=[O:31])([CH3:55])([CH3:54])[CH3:53], predict the reactants needed to synthesize it. The reactants are: [F:1][C:2]1[CH:10]=[C:9]2[C:5]([C:6]([C:20]3[N:21]=[C:22]4[C:28]([C:29]([OH:31])=O)=[CH:27][N:26]([CH2:32][O:33][CH2:34][CH2:35][Si:36]([CH3:39])([CH3:38])[CH3:37])[C:23]4=[N:24][CH:25]=3)=[N:7][N:8]2[CH2:11][C:12]([N:14]2[CH2:19][CH2:18][O:17][CH2:16][CH2:15]2)=[O:13])=[CH:4][CH:3]=1.C(N1C=CN=C1)(N1C=CN=C1)=O.[C:52]([NH2:56])([CH3:55])([CH3:54])[CH3:53]. (4) Given the product [Cl:1][C:2]1[C:3]([F:28])=[C:4]([NH:8][C:9]2[C:18]3[C:13](=[CH:14][C:15]([O:26][CH3:27])=[C:16]([CH2:19][N:20]([C@@H:21]([CH3:25])[CH2:22][O:23][CH3:24])[C@@H:34]([C:32]([OH:33])=[O:31])[CH3:35])[CH:17]=3)[N:12]=[CH:11][N:10]=2)[CH:5]=[CH:6][CH:7]=1, predict the reactants needed to synthesize it. The reactants are: [Cl:1][C:2]1[C:3]([F:28])=[C:4]([NH:8][C:9]2[C:18]3[C:13](=[CH:14][C:15]([O:26][CH3:27])=[C:16]([CH2:19][NH:20][C@@H:21]([CH3:25])[CH2:22][O:23][CH3:24])[CH:17]=3)[N:12]=[CH:11][N:10]=2)[CH:5]=[CH:6][CH:7]=1.CC[O:31][C:32]([C@@H:34](OS(C(F)(F)F)(=O)=O)[CH3:35])=[O:33]. (5) Given the product [Br:26][C:27]1[CH:28]=[C:29]([CH:33]=[C:34]([C:36]([F:39])([F:38])[F:37])[CH:35]=1)[C:30]([N:14]([C:9]1[CH:10]=[N:11][CH:12]=[CH:13][C:8]=1[C:3]1[CH:4]=[CH:5][CH:6]=[CH:7][C:2]=1[Cl:1])[CH3:15])=[O:31], predict the reactants needed to synthesize it. The reactants are: [Cl:1][C:2]1[CH:7]=[CH:6][CH:5]=[CH:4][C:3]=1[C:8]1[CH:13]=[CH:12][N:11]=[CH:10][C:9]=1[NH:14][CH3:15].C[Si]([N-][Si](C)(C)C)(C)C.[Li+].[Br:26][C:27]1[CH:28]=[C:29]([CH:33]=[C:34]([C:36]([F:39])([F:38])[F:37])[CH:35]=1)[C:30](Cl)=[O:31].BrC1C=C(C=C(C(F)(F)F)C=1)C(O)=O. (6) Given the product [CH2:1]([O:3][C:4](=[O:24])[C:5]1[CH:10]=[CH:9][CH:8]=[C:7]([S:11][C:12]2[C:20]3[C:15](=[C:16]([CH3:22])[C:17]([Cl:21])=[CH:18][CH:19]=3)[N:14]([C:26]3[CH:27]=[N:28][N:29]([CH2:31][CH3:32])[CH:30]=3)[C:13]=2[CH3:23])[CH:6]=1)[CH3:2], predict the reactants needed to synthesize it. The reactants are: [CH2:1]([O:3][C:4](=[O:24])[C:5]1[CH:10]=[CH:9][CH:8]=[C:7]([S:11][C:12]2[C:20]3[C:15](=[C:16]([CH3:22])[C:17]([Cl:21])=[CH:18][CH:19]=3)[NH:14][C:13]=2[CH3:23])[CH:6]=1)[CH3:2].Br[C:26]1[CH:27]=[N:28][N:29]([CH2:31][CH3:32])[CH:30]=1. (7) Given the product [Br:31][C:32]1[CH:33]=[C:34](/[CH:35]=[C:9](\[NH:8][C:6]([O:5][C:1]([CH3:2])([CH3:3])[CH3:4])=[O:7])/[C:10]([O:12][CH3:13])=[O:11])[CH:37]=[CH:38][C:39]=1[O:40][CH3:41], predict the reactants needed to synthesize it. The reactants are: [C:1]([O:5][C:6]([NH:8][CH:9](P(OC)(OC)=O)[C:10]([O:12][CH3:13])=[O:11])=[O:7])([CH3:4])([CH3:3])[CH3:2].N12CCCN=C1CCCCC2.[Br:31][C:32]1[CH:33]=[C:34]([CH:37]=[CH:38][C:39]=1[O:40][CH3:41])[CH:35]=O.Cl. (8) Given the product [Cl:1][C:2]1[N:7]=[C:6]([CH2:8][C:9]2[CH:14]=[CH:13][C:12]([NH:15][C:16](=[O:27])[C:17]3[CH:18]=[CH:19][C:20]([C:23]([F:26])([F:24])[F:25])=[CH:21][CH:22]=3)=[CH:11][CH:10]=2)[N:5]2[CH:28]=[CH:29][N:30]=[C:4]2[C:3]=1[CH2:31][C:32]([OH:34])=[O:33], predict the reactants needed to synthesize it. The reactants are: [Cl:1][C:2]1[N:7]=[C:6]([CH2:8][C:9]2[CH:14]=[CH:13][C:12]([NH:15][C:16](=[O:27])[C:17]3[CH:22]=[CH:21][C:20]([C:23]([F:26])([F:25])[F:24])=[CH:19][CH:18]=3)=[CH:11][CH:10]=2)[N:5]2[CH:28]=[CH:29][N:30]=[C:4]2[C:3]=1[CH2:31][C:32]([O:34]C)=[O:33].Cl. (9) Given the product [OH:1][B:2]1[C:6]2[CH:7]=[C:8]([O:12][S:32]([C:29]3[N:28]([CH3:19])[N:27]=[CH:31][CH:30]=3)(=[O:34])=[O:33])[CH:9]=[C:10]([CH3:11])[C:5]=2[CH:4]([CH2:13][C:14]([O:16][CH2:17][CH3:18])=[O:15])[O:3]1, predict the reactants needed to synthesize it. The reactants are: [OH:1][B:2]1[C:6]2[CH:7]=[C:8]([OH:12])[CH:9]=[C:10]([CH3:11])[C:5]=2[CH:4]([CH2:13][C:14]([O:16][CH2:17][CH3:18])=[O:15])[O:3]1.[CH3:19]CN(CC)CC.C[N:27]1[CH:31]=[CH:30][C:29]([S:32](Cl)(=[O:34])=[O:33])=[N:28]1. (10) Given the product [Cl:1][C:2]1[CH:3]=[C:4]([NH:57][C:61](=[O:45])[O:68][C:64]([CH3:67])([CH3:66])[CH3:65])[CH:8]=[C:9]([F:37])[C:10]=1[CH2:11][CH2:12][C:13]1[N:14]([C:30]2[CH:35]=[CH:34][C:33]([F:36])=[CH:32][CH:31]=2)[C:15]([C:18]([C:21]2[CH:26]=[CH:25][C:24]([Cl:27])=[C:23]([O:28][CH3:29])[CH:22]=2)([CH3:19])[CH3:20])=[CH:16][N:17]=1, predict the reactants needed to synthesize it. The reactants are: [Cl:1][C:2]1[CH:3]=[C:4]([CH:8]=[C:9]([F:37])[C:10]=1[CH2:11][CH2:12][C:13]1[N:14]([C:30]2[CH:35]=[CH:34][C:33]([F:36])=[CH:32][CH:31]=2)[C:15]([C:18]([C:21]2[CH:26]=[CH:25][C:24]([Cl:27])=[C:23]([O:28][CH3:29])[CH:22]=2)([CH3:20])[CH3:19])=[CH:16][N:17]=1)C(O)=O.C1(P(N=[N+]=[N-])(C2C=CC=CC=2)=[O:45])C=CC=CC=1.CC[N:57]([CH:61](C)C)C(C)C.[C:64]([OH:68])([CH3:67])([CH3:66])[CH3:65].